The task is: Predict the reaction yield, written as a fraction of the theoretical maximum amount of product (1.0 means a 100% yield; for example, 0.34 means a 34% yield).. This data is from Reaction yield outcomes from USPTO patents with 853,638 reactions. The reactants are C([O:7][C@H:8]([CH3:41])[C:9]([N:11]1[CH2:16][CH2:15][CH:14]([CH2:17][CH2:18][N:19]2[C:27]([S:28][C:29]3[C:38]([Br:39])=[CH:37][C:32]4[O:33][CH2:34][CH2:35][O:36][C:31]=4[CH:30]=3)=[N:26][C:25]3[C:20]2=[N:21][CH:22]=[N:23][C:24]=3[NH2:40])[CH2:13][CH2:12]1)=[O:10])(=O)C(C)(C)C.[OH-].C([N+](CCCC)(CCCC)CCCC)CCC. The catalyst is C1COCC1.CO. The product is [NH2:40][C:24]1[N:23]=[CH:22][N:21]=[C:20]2[C:25]=1[N:26]=[C:27]([S:28][C:29]1[C:38]([Br:39])=[CH:37][C:32]3[O:33][CH2:34][CH2:35][O:36][C:31]=3[CH:30]=1)[N:19]2[CH2:18][CH2:17][CH:14]1[CH2:13][CH2:12][N:11]([C:9](=[O:10])[C@H:8]([OH:7])[CH3:41])[CH2:16][CH2:15]1. The yield is 0.590.